From a dataset of Forward reaction prediction with 1.9M reactions from USPTO patents (1976-2016). Predict the product of the given reaction. Given the reactants Cl.[CH:2]12[NH:9][CH:6]([CH2:7][CH2:8]1)[CH2:5][N:4]([C:10]1[CH:20]=[CH:19][C:13]([C:14]([O:16][CH2:17][CH3:18])=[O:15])=[CH:12][CH:11]=1)[CH2:3]2.C=O.[C:23](O[BH-](OC(=O)C)OC(=O)C)(=O)C.[Na+], predict the reaction product. The product is: [CH3:23][N:9]1[CH:2]2[CH2:8][CH2:7][CH:6]1[CH2:5][N:4]([C:10]1[CH:20]=[CH:19][C:13]([C:14]([O:16][CH2:17][CH3:18])=[O:15])=[CH:12][CH:11]=1)[CH2:3]2.